From a dataset of Forward reaction prediction with 1.9M reactions from USPTO patents (1976-2016). Predict the product of the given reaction. The product is: [F:17][C:2]([F:1])([F:16])[O:3][C:4]1[CH:15]=[CH:14][C:7]2[S:8][CH:9]=[CH:10][C:6]=2[CH:5]=1. Given the reactants [F:1][C:2]([F:17])([F:16])[O:3][C:4]1[CH:15]=[CH:14][C:7]2[S:8][C:9](C(O)=O)=[CH:10][C:6]=2[CH:5]=1.N12CCCN=C1CCCCC2, predict the reaction product.